From a dataset of Forward reaction prediction with 1.9M reactions from USPTO patents (1976-2016). Predict the product of the given reaction. (1) Given the reactants Cl[C:2]1[N:7]=[C:6]([C:8]#[N:9])[CH:5]=[C:4]([C:10]2[C:11]([CH:31]3[CH2:33][CH2:32]3)=[N:12][C:13]([N:18]3[CH2:23][CH2:22][N:21]([C:24](=[O:29])[CH2:25][CH2:26][O:27][CH3:28])[C@H:20]([CH3:30])[CH2:19]3)=[C:14]([C:16]#[N:17])[CH:15]=2)[CH:3]=1.[CH:34]([B-](F)(F)F)=[CH2:35].[K+].[F-].[Cs+], predict the reaction product. The product is: [CH:31]1([C:11]2[C:10]([C:4]3[CH:3]=[C:2]([CH:34]=[CH2:35])[N:7]=[C:6]([C:8]#[N:9])[CH:5]=3)=[CH:15][C:14]([C:16]#[N:17])=[C:13]([N:18]3[CH2:23][CH2:22][N:21]([C:24](=[O:29])[CH2:25][CH2:26][O:27][CH3:28])[C@H:20]([CH3:30])[CH2:19]3)[N:12]=2)[CH2:33][CH2:32]1. (2) Given the reactants [Br:1][C:2]1[CH:7]=[CH:6][C:5](/[CH:8]=[CH:9]/[C:10](OCC)=[O:11])=[CH:4][CH:3]=1.[H-].C([Al+]CC(C)C)C(C)C.[OH-].[Na+], predict the reaction product. The product is: [Br:1][C:2]1[CH:3]=[CH:4][C:5](/[CH:8]=[CH:9]/[CH2:10][OH:11])=[CH:6][CH:7]=1. (3) Given the reactants [F:1][C:2]1[CH:7]=[CH:6][C:5]([NH:8][C:9]2[CH:14]=[CH:13][N:12]=[C:11]([NH:15][C:16]3[CH:21]=[CH:20][C:19]([S:22]([N:25]([CH3:32])[CH:26]4[CH2:31][CH2:30][NH:29][CH2:28][CH2:27]4)(=[O:24])=[O:23])=[CH:18][CH:17]=3)[N:10]=2)=[CH:4][C:3]=1[CH3:33].[CH3:34][N:35]1[CH:39]=[C:38]([CH:40]=O)[CH:37]=[N:36]1, predict the reaction product. The product is: [F:1][C:2]1[CH:7]=[CH:6][C:5]([NH:8][C:9]2[CH:14]=[CH:13][N:12]=[C:11]([NH:15][C:16]3[CH:17]=[CH:18][C:19]([S:22]([N:25]([CH3:32])[CH:26]4[CH2:31][CH2:30][N:29]([CH2:40][C:38]5[CH:37]=[N:36][N:35]([CH3:34])[CH:39]=5)[CH2:28][CH2:27]4)(=[O:23])=[O:24])=[CH:20][CH:21]=3)[N:10]=2)=[CH:4][C:3]=1[CH3:33]. (4) Given the reactants [CH2:1]([C:3]1[S:42][C:6]2[N:7]([CH2:23][C:24]3[CH:29]=[CH:28][C:27]([C:30]4[CH:35]=[CH:34][CH:33]=[CH:32][C:31]=4[C:36]4[NH:40][C:39](=[O:41])[O:38][N:37]=4)=[CH:26][CH:25]=3)[C:8](=[O:22])[N:9]([CH2:12][C:13]([C:15]3[CH:20]=[CH:19][C:18]([F:21])=[CH:17][CH:16]=3)=O)[C:10](=[O:11])[C:5]=2[CH:4]=1)[CH3:2].Cl.[NH2:44][O:45][CH2:46][C:47]([O:49][CH2:50][CH3:51])=[O:48].N1C=CC=CC=1.Cl, predict the reaction product. The product is: [CH2:1]([C:3]1[S:42][C:6]2[N:7]([CH2:23][C:24]3[CH:29]=[CH:28][C:27]([C:30]4[CH:35]=[CH:34][CH:33]=[CH:32][C:31]=4[C:36]4[NH:40][C:39](=[O:41])[O:38][N:37]=4)=[CH:26][CH:25]=3)[C:8](=[O:22])[N:9]([CH2:12][C:13](=[N:44][O:45][CH2:46][C:47]([O:49][CH2:50][CH3:51])=[O:48])[C:15]3[CH:20]=[CH:19][C:18]([F:21])=[CH:17][CH:16]=3)[C:10](=[O:11])[C:5]=2[CH:4]=1)[CH3:2].